From a dataset of hERG Central: cardiac toxicity at 1µM, 10µM, and general inhibition. Predict hERG channel inhibition at various concentrations. The compound is CO/N=C(\Cn1ncc(N2CCCC2)c(Br)c1=O)c1ccc(Cl)cc1. Results: hERG_inhib (hERG inhibition (general)): blocker.